This data is from NCI-60 drug combinations with 297,098 pairs across 59 cell lines. The task is: Regression. Given two drug SMILES strings and cell line genomic features, predict the synergy score measuring deviation from expected non-interaction effect. (1) Drug 1: C1C(C(OC1N2C=NC3=C2NC=NCC3O)CO)O. Drug 2: CC1C(C(CC(O1)OC2CC(CC3=C2C(=C4C(=C3O)C(=O)C5=C(C4=O)C(=CC=C5)OC)O)(C(=O)CO)O)N)O.Cl. Cell line: HOP-92. Synergy scores: CSS=64.9, Synergy_ZIP=6.95, Synergy_Bliss=4.91, Synergy_Loewe=-7.86, Synergy_HSA=6.67. (2) Drug 1: CN(CC1=CN=C2C(=N1)C(=NC(=N2)N)N)C3=CC=C(C=C3)C(=O)NC(CCC(=O)O)C(=O)O. Drug 2: N.N.Cl[Pt+2]Cl. Cell line: PC-3. Synergy scores: CSS=58.2, Synergy_ZIP=-3.74, Synergy_Bliss=-5.42, Synergy_Loewe=-0.890, Synergy_HSA=-0.228. (3) Drug 1: C1=CC(=CC=C1CCCC(=O)O)N(CCCl)CCCl. Drug 2: C1=NC2=C(N=C(N=C2N1C3C(C(C(O3)CO)O)O)F)N. Cell line: EKVX. Synergy scores: CSS=-5.37, Synergy_ZIP=-2.65, Synergy_Bliss=-9.79, Synergy_Loewe=-14.4, Synergy_HSA=-12.5. (4) Synergy scores: CSS=25.4, Synergy_ZIP=-6.12, Synergy_Bliss=-3.58, Synergy_Loewe=-16.4, Synergy_HSA=1.14. Cell line: U251. Drug 2: CC1CCC2CC(C(=CC=CC=CC(CC(C(=O)C(C(C(=CC(C(=O)CC(OC(=O)C3CCCCN3C(=O)C(=O)C1(O2)O)C(C)CC4CCC(C(C4)OC)OCCO)C)C)O)OC)C)C)C)OC. Drug 1: C1CC(=O)NC(=O)C1N2CC3=C(C2=O)C=CC=C3N. (5) Drug 1: CN(C)N=NC1=C(NC=N1)C(=O)N. Drug 2: CC(C)NC(=O)C1=CC=C(C=C1)CNNC.Cl. Cell line: MALME-3M. Synergy scores: CSS=-5.52, Synergy_ZIP=5.35, Synergy_Bliss=4.44, Synergy_Loewe=-4.89, Synergy_HSA=-3.52. (6) Synergy scores: CSS=26.5, Synergy_ZIP=1.65, Synergy_Bliss=7.39, Synergy_Loewe=-22.3, Synergy_HSA=5.37. Drug 2: CCC1=C2CN3C(=CC4=C(C3=O)COC(=O)C4(CC)O)C2=NC5=C1C=C(C=C5)O. Cell line: NCI-H226. Drug 1: CN(C)C1=NC(=NC(=N1)N(C)C)N(C)C. (7) Drug 2: CCCCCOC(=O)NC1=NC(=O)N(C=C1F)C2C(C(C(O2)C)O)O. Cell line: ACHN. Drug 1: CC(C)(C#N)C1=CC(=CC(=C1)CN2C=NC=N2)C(C)(C)C#N. Synergy scores: CSS=-12.6, Synergy_ZIP=4.42, Synergy_Bliss=-0.851, Synergy_Loewe=-13.1, Synergy_HSA=-12.6. (8) Drug 1: CN(CC1=CN=C2C(=N1)C(=NC(=N2)N)N)C3=CC=C(C=C3)C(=O)NC(CCC(=O)O)C(=O)O. Drug 2: C1CC(CNC1)C2=CC=C(C=C2)N3C=C4C=CC=C(C4=N3)C(=O)N. Cell line: HT29. Synergy scores: CSS=54.2, Synergy_ZIP=3.46, Synergy_Bliss=2.76, Synergy_Loewe=-2.75, Synergy_HSA=2.93.